From a dataset of Reaction yield outcomes from USPTO patents with 853,638 reactions. Predict the reaction yield, written as a fraction of the theoretical maximum amount of product (1.0 means a 100% yield; for example, 0.34 means a 34% yield). (1) The reactants are [OH:1][CH2:2][C:3]1[N:7]([C:8]2[CH:15]=[CH:14][C:11]([C:12]#[N:13])=[CH:10][CH:9]=2)[CH:6]=[N:5][CH:4]=1. The catalyst is ClCCl.O=[Mn]=O. The product is [CH:2]([C:3]1[N:7]([C:8]2[CH:15]=[CH:14][C:11]([C:12]#[N:13])=[CH:10][CH:9]=2)[CH:6]=[N:5][CH:4]=1)=[O:1]. The yield is 0.690. (2) The reactants are CC(C)([O-])C.[K+].[CH3:7][N+:8]([O-:10])=[O:9].C1([O:17][C:18](=O)[C:19]2[CH:24]=[CH:23][C:22]([S:25]([CH3:28])(=[O:27])=[O:26])=[CH:21][CH:20]=2)C=CC=CC=1.NC(N)=O.Cl. The catalyst is CS(C)=O.O. The product is [CH3:28][S:25]([C:22]1[CH:23]=[CH:24][C:19]([C:18](=[O:17])[CH2:7][N+:8]([O-:10])=[O:9])=[CH:20][CH:21]=1)(=[O:26])=[O:27]. The yield is 0.752.